This data is from Forward reaction prediction with 1.9M reactions from USPTO patents (1976-2016). The task is: Predict the product of the given reaction. (1) Given the reactants Cl.[NH2:2][C@@H:3]([CH2:8][CH3:9])[C:4]([O:6][CH3:7])=[O:5].[CH3:10][O:11][C:12]1[CH:17]=[CH:16][C:15]([S:18](Cl)(=[O:20])=[O:19])=[CH:14][CH:13]=1.C(Cl)(Cl)Cl, predict the reaction product. The product is: [CH3:10][O:11][C:12]1[CH:13]=[CH:14][C:15]([S:18]([NH:2][C@@H:3]([CH2:8][CH3:9])[C:4]([O:6][CH3:7])=[O:5])(=[O:20])=[O:19])=[CH:16][CH:17]=1. (2) Given the reactants C([O:3][C:4](=[O:20])[C@@H:5]([O:18][CH3:19])[CH2:6][C:7]1[CH:12]=[CH:11][C:10]([O:13][CH2:14][CH2:15][CH2:16]Br)=[CH:9][CH:8]=1)C.[C:21]1([OH:31])[C:30]2[C:25](=[CH:26][CH:27]=[CH:28][CH:29]=2)[CH:24]=[CH:23][CH:22]=1.[OH-].[Na+], predict the reaction product. The product is: [CH3:19][O:18][C@@H:5]([CH2:6][C:7]1[CH:8]=[CH:9][C:10]([O:13][CH2:14][CH2:15][CH2:16][O:31][C:21]2[C:30]3[C:25](=[CH:26][CH:27]=[CH:28][CH:29]=3)[CH:24]=[CH:23][CH:22]=2)=[CH:11][CH:12]=1)[C:4]([OH:3])=[O:20].